This data is from Catalyst prediction with 721,799 reactions and 888 catalyst types from USPTO. The task is: Predict which catalyst facilitates the given reaction. (1) The catalyst class is: 5. Reactant: [CH3:1][C:2]1[CH:21]=[CH:20][CH:19]=[CH:18][C:3]=1[O:4][C:5]1[C:10]2[S:11][C:12]([C:14]([O:16]C)=[O:15])=[CH:13][C:9]=2[CH:8]=[CH:7][CH:6]=1.O.[OH-].[Li+].O.Cl. Product: [CH3:1][C:2]1[CH:21]=[CH:20][CH:19]=[CH:18][C:3]=1[O:4][C:5]1[C:10]2[S:11][C:12]([C:14]([OH:16])=[O:15])=[CH:13][C:9]=2[CH:8]=[CH:7][CH:6]=1. (2) Reactant: [CH3:1][O:2][C:3]1[CH:10]=[CH:9][C:6]([CH:7]=O)=[CH:5][CH:4]=1.[CH3:11][O:12][C:13]1[CH:14]=[CH:15][C:16]([NH2:19])=[N:17][CH:18]=1.COC1C=CC(CNC2CCC2)=CC=1. Product: [CH3:11][O:12][C:13]1[CH:14]=[CH:15][C:16]([NH:19][CH2:7][C:6]2[CH:9]=[CH:10][C:3]([O:2][CH3:1])=[CH:4][CH:5]=2)=[N:17][CH:18]=1. The catalyst class is: 5.